From a dataset of Full USPTO retrosynthesis dataset with 1.9M reactions from patents (1976-2016). Predict the reactants needed to synthesize the given product. (1) Given the product [Br:1][C:2]1[CH:3]=[C:4]2[C:9](=[CH:10][C:11]=1[F:12])[N:8]=[CH:7][C:6]([C:13]([CH:15]1[CH2:17][CH2:16]1)=[O:14])=[C:5]2[NH:27][C@H:24]1[CH2:25][CH2:26][C@H:21]([N:20]([CH3:28])[CH3:19])[CH2:22][CH2:23]1, predict the reactants needed to synthesize it. The reactants are: [Br:1][C:2]1[CH:3]=[C:4]2[C:9](=[CH:10][C:11]=1[F:12])[N:8]=[CH:7][C:6]([C:13]([CH:15]1[CH2:17][CH2:16]1)=[O:14])=[C:5]2Cl.[CH3:19][N:20]([CH3:28])[C@H:21]1[CH2:26][CH2:25][C@H:24]([NH2:27])[CH2:23][CH2:22]1. (2) The reactants are: [C:1]1(=[O:8])[O:7][CH2:6][CH2:5][CH2:4][CH2:3][CH2:2]1.OS(O)(=O)=O.[CH3:14][OH:15]. Given the product [CH3:14][O:15][C:6](=[O:7])[CH2:5][CH2:4][CH2:3][CH2:2][CH2:1][OH:8], predict the reactants needed to synthesize it. (3) Given the product [N:9]1([C@@H:16]([CH3:19])[CH2:17][NH:18][C:1](=[O:6])[CH:2]=[N:3][OH:4])[CH2:15][CH2:14][CH2:13][CH2:12][CH2:11][CH2:10]1, predict the reactants needed to synthesize it. The reactants are: [C:1]([O:6]CC)(=O)[CH:2]=[N:3][OH:4].[N:9]1([C@@H:16]([CH3:19])[CH2:17][NH2:18])[CH2:15][CH2:14][CH2:13][CH2:12][CH2:11][CH2:10]1. (4) Given the product [Cl:22][C:18]1[CH:17]=[C:16]([NH:15][C:11]2[N:10]=[C:9]([C:7]3[CH:6]=[CH:5][N:4]=[C:3]([CH2:2][N:23]4[CH2:28][CH2:27][CH2:26][CH2:25][CH2:24]4)[CH:8]=3)[CH:14]=[CH:13][N:12]=2)[CH:21]=[CH:20][CH:19]=1, predict the reactants needed to synthesize it. The reactants are: Cl[CH2:2][C:3]1[CH:8]=[C:7]([C:9]2[CH:14]=[CH:13][N:12]=[C:11]([NH:15][C:16]3[CH:21]=[CH:20][CH:19]=[C:18]([Cl:22])[CH:17]=3)[N:10]=2)[CH:6]=[CH:5][N:4]=1.[NH:23]1[CH2:28][CH2:27][CH2:26][CH2:25][CH2:24]1.C(=O)([O-])[O-].[K+].[K+].O.